From a dataset of Reaction yield outcomes from USPTO patents with 853,638 reactions. Predict the reaction yield, written as a fraction of the theoretical maximum amount of product (1.0 means a 100% yield; for example, 0.34 means a 34% yield). (1) The reactants are [C:1]1([C:8]2[CH:13]=[CH:12][CH:11]=[CH:10][CH:9]=2)[CH:6]=[CH:5][C:4]([NH2:7])=[CH:3][CH:2]=1.[NH2:14][C:15]1[CH:16]=[C:17]([CH:21]=[CH:22][C:23]=1[O:24][C:25]([F:28])([F:27])[F:26])[C:18](O)=[O:19].F[P-](F)(F)(F)(F)F.N1(O[P+](N2CCCC2)(N2CCCC2)N2CCCC2)C2C=CC=CC=2N=N1.C(N(C(C)C)CC)(C)C. The catalyst is CN(C=O)C.O. The product is [NH2:14][C:15]1[CH:16]=[C:17]([CH:21]=[CH:22][C:23]=1[O:24][C:25]([F:26])([F:27])[F:28])[C:18]([NH:7][C:4]1[CH:3]=[CH:2][C:1]([C:8]2[CH:13]=[CH:12][CH:11]=[CH:10][CH:9]=2)=[CH:6][CH:5]=1)=[O:19]. The yield is 0.530. (2) The reactants are [N+:1]([O-:4])([O-])=[O:2].[K+].[CH3:6][O:7][C:8]1[C:13]2[CH2:14][CH2:15][CH2:16][C:17](=[O:19])[CH2:18][C:12]=2[CH:11]=[CH:10][CH:9]=1. The catalyst is C(#N)C.FC(F)(F)C(OC(=O)C(F)(F)F)=O. The product is [CH3:6][O:7][C:8]1[C:13]2[CH2:14][CH2:15][CH2:16][C:17](=[O:19])[CH2:18][C:12]=2[CH:11]=[CH:10][C:9]=1[N+:1]([O-:4])=[O:2]. The yield is 0.346. (3) The reactants are [H-].[Na+].[I-].C[S+](C)(C)=O.F[C:10](F)(F)C(O)=O.[CH3:16][N:17]([CH2:19][C:20]1[CH:49]=[CH:48][C:23]([CH:24]=[CH:25][C:26]2[C:34]3[C:29](=[CH:30][C:31](/[CH:35]=[C:36]4/[C:37](=[O:47])[NH:38][C:39]5[C:44]/4=[CH:43][C:42]([O:45][CH3:46])=[CH:41][CH:40]=5)=[CH:32][CH:33]=3)[NH:28][N:27]=2)=[CH:22][CH:21]=1)[CH3:18]. The catalyst is CN(C=O)C. The product is [CH3:16][N:17]([CH2:19][C:20]1[CH:49]=[CH:48][C:23](/[CH:24]=[CH:25]/[C:26]2[C:34]3[C:29](=[CH:30][C:31]([C@H:35]4[C@@:36]5([C:44]6[C:39](=[CH:40][CH:41]=[C:42]([O:45][CH3:46])[CH:43]=6)[NH:38][C:37]5=[O:47])[CH2:10]4)=[CH:32][CH:33]=3)[NH:28][N:27]=2)=[CH:22][CH:21]=1)[CH3:18]. The yield is 0.320. (4) The catalyst is ClCCl. The product is [Cl:1][C:2]1[C:24]([O:25][CH:26]([CH3:28])[CH3:27])=[CH:23][C:5]2[N:6]([CH:10]3[CH2:11][CH2:12][NH:13][CH2:14][CH2:15]3)[C:7](=[O:9])[NH:8][C:4]=2[CH:3]=1. The reactants are [Cl:1][C:2]1[C:24]([O:25][CH:26]([CH3:28])[CH3:27])=[CH:23][C:5]2[N:6]([CH:10]3[CH2:15][CH2:14][N:13](C(OC(C)(C)C)=O)[CH2:12][CH2:11]3)[C:7](=[O:9])[NH:8][C:4]=2[CH:3]=1.FC(F)(F)C(O)=O. The yield is 0.830. (5) The reactants are [NH3:1].[CH2:2]([C:4]1[CH:21]=[CH:20][C:7]([O:8][C:9]2[CH:14]=[CH:13][C:12]([S:15](Cl)(=[O:17])=[O:16])=[CH:11][C:10]=2[F:19])=[C:6]([O:22][CH3:23])[CH:5]=1)[CH3:3]. The catalyst is C1COCC1.C(OCC)(=O)C. The product is [CH2:2]([C:4]1[CH:21]=[CH:20][C:7]([O:8][C:9]2[CH:14]=[CH:13][C:12]([S:15]([NH2:1])(=[O:17])=[O:16])=[CH:11][C:10]=2[F:19])=[C:6]([O:22][CH3:23])[CH:5]=1)[CH3:3]. The yield is 0.330. (6) The product is [Br:12][C:2]1[C:7]([N+:8]([O-:10])=[O:9])=[CH:6][CH:5]=[CH:4][C:3]=1[OH:11]. The catalyst is O.O1CCOCC1. The reactants are N[C:2]1[C:7]([N+:8]([O-:10])=[O:9])=[CH:6][CH:5]=[CH:4][C:3]=1[OH:11].[BrH:12].N([O-])=O.[Na+]. The yield is 0.450. (7) The reactants are CC1(C)C(C)(C)OB([C:9]2[CH:20]=[CH:19][C:12]3[C:13](=[O:18])[NH:14][CH2:15][CH2:16][CH2:17][C:11]=3[CH:10]=2)O1.[NH2:22][C:23]1[N:24]=[CH:25][C:26]([C:30]2[CH:35]=[CH:34][C:33]([S:36]([N:39]([CH2:41][CH3:42])[CH3:40])(=[O:38])=[O:37])=[CH:32][CH:31]=2)=[N:27][C:28]=1Br. No catalyst specified. The product is [NH2:22][C:23]1[N:24]=[CH:25][C:26]([C:30]2[CH:35]=[CH:34][C:33]([S:36]([N:39]([CH2:41][CH3:42])[CH3:40])(=[O:37])=[O:38])=[CH:32][CH:31]=2)=[N:27][C:28]=1[C:9]1[CH:20]=[CH:19][C:12]2[C:13](=[O:18])[NH:14][CH2:15][CH2:16][CH2:17][C:11]=2[CH:10]=1. The yield is 0.220.